Dataset: Reaction yield outcomes from USPTO patents with 853,638 reactions. Task: Predict the reaction yield, written as a fraction of the theoretical maximum amount of product (1.0 means a 100% yield; for example, 0.34 means a 34% yield). (1) The reactants are [NH2:1][CH2:2][CH2:3][O:4][CH2:5][CH2:6][O:7][CH2:8][CH2:9][N:10]1[C:14](=[O:15])/[C:13](=[CH:16]/[C:17]2[CH:35]=[CH:34][C:20]([O:21][C:22]3[CH:29]=[CH:28][C:25]([C:26]#[N:27])=[CH:24][C:23]=3[C:30]([F:33])([F:32])[F:31])=[C:19]([O:36][CH3:37])[CH:18]=2)/[S:12][C:11]1=[O:38].[O:39]=[C:40]1[CH:45]([N:46]2[C:54](=[O:55])[C:53]3[C:48](=[CH:49][CH:50]=[CH:51][C:52]=3F)[C:47]2=[O:57])[CH2:44][CH2:43][C:42](=[O:58])[NH:41]1.C(N(C(C)C)C(C)C)C. The catalyst is CN1CCCC1=O. The product is [O:39]=[C:40]1[CH:45]([N:46]2[C:54](=[O:55])[C:53]3[C:48](=[CH:49][CH:50]=[CH:51][C:52]=3[NH:1][CH2:2][CH2:3][O:4][CH2:5][CH2:6][O:7][CH2:8][CH2:9][N:10]3[C:14](=[O:15])/[C:13](=[CH:16]/[C:17]4[CH:35]=[CH:34][C:20]([O:21][C:22]5[CH:29]=[CH:28][C:25]([C:26]#[N:27])=[CH:24][C:23]=5[C:30]([F:32])([F:31])[F:33])=[C:19]([O:36][CH3:37])[CH:18]=4)/[S:12][C:11]3=[O:38])[C:47]2=[O:57])[CH2:44][CH2:43][C:42](=[O:58])[NH:41]1. The yield is 0.118. (2) The reactants are [Br:1][C:2]1[CH:3]=[CH:4][C:5]2[S:9](=[O:11])(=[O:10])[N:8]([CH2:12][CH2:13][S:14](Cl)(=[O:16])=[O:15])[CH:7]([CH3:18])[C:6]=2[CH:19]=1.[CH3:20][NH2:21]. The catalyst is O.C(OCC)(=O)C. The product is [Br:1][C:2]1[CH:3]=[CH:4][C:5]2[S:9](=[O:11])(=[O:10])[N:8]([CH2:12][CH2:13][S:14]([NH:21][CH3:20])(=[O:16])=[O:15])[CH:7]([CH3:18])[C:6]=2[CH:19]=1. The yield is 0.370.